Dataset: Reaction yield outcomes from USPTO patents with 853,638 reactions. Task: Predict the reaction yield, written as a fraction of the theoretical maximum amount of product (1.0 means a 100% yield; for example, 0.34 means a 34% yield). (1) The reactants are C(=O)([O-])[O-].[K+].[K+].[CH2:7]([O:14][C:15]([NH:17][CH2:18][CH2:19][CH2:20][CH2:21][C:22]1[CH:27]=[CH:26][C:25]([OH:28])=[CH:24][CH:23]=1)=[O:16])[C:8]1[CH:13]=[CH:12][CH:11]=[CH:10][CH:9]=1.[CH3:29][O:30][C:31](=[O:44])[CH:32]([NH:36][C:37]([O:39][C:40]([CH3:43])([CH3:42])[CH3:41])=[O:38])[CH2:33][CH2:34]Br. The catalyst is CN(C=O)C.C(OCC)(=O)C. The product is [CH3:29][O:30][C:31](=[O:44])[CH:32]([NH:36][C:37]([O:39][C:40]([CH3:43])([CH3:42])[CH3:41])=[O:38])[CH2:33][CH2:34][O:28][C:25]1[CH:26]=[CH:27][C:22]([CH2:21][CH2:20][CH2:19][CH2:18][NH:17][C:15]([O:14][CH2:7][C:8]2[CH:9]=[CH:10][CH:11]=[CH:12][CH:13]=2)=[O:16])=[CH:23][CH:24]=1. The yield is 0.830. (2) The reactants are [Cl:1][C:2]1[CH:3]=[N+:4]([O-:45])[CH:5]=[C:6]([Cl:44])[C:7]=1[CH2:8][C@@H:9]([C:29]1[CH:34]=[CH:33][C:32]([O:35][CH:36]([F:38])[F:37])=[C:31]([O:39][CH2:40][CH:41]2[CH2:43][CH2:42]2)[CH:30]=1)[O:10][C:11](=[O:28])[C:12]1[CH:17]=[CH:16][C:15]([NH:18][S:19]([CH3:22])(=[O:21])=[O:20])=[C:14]([O:23][CH2:24][CH:25]2[CH2:27][CH2:26]2)[CH:13]=1.[Br:46][CH2:47][CH2:48][CH2:49]Br.C([O-])([O-])=O.[K+].[K+]. The catalyst is CN(C=O)C.O. The product is [Br:46][CH2:47][CH2:48][CH2:49][N:18]([C:15]1[CH:16]=[CH:17][C:12]([C:11]([O:10][C@H:9]([C:29]2[CH:34]=[CH:33][C:32]([O:35][CH:36]([F:37])[F:38])=[C:31]([O:39][CH2:40][CH:41]3[CH2:43][CH2:42]3)[CH:30]=2)[CH2:8][C:7]2[C:6]([Cl:44])=[CH:5][N+:4]([O-:45])=[CH:3][C:2]=2[Cl:1])=[O:28])=[CH:13][C:14]=1[O:23][CH2:24][CH:25]1[CH2:26][CH2:27]1)[S:19]([CH3:22])(=[O:20])=[O:21]. The yield is 0.580. (3) The reactants are [C:1]([N:20]1[C:24]2[N:25]=[CH:26][CH:27]=[C:28]([C:29](O)=[O:30])[C:23]=2[CH:22]=[N:21]1)([C:14]1[CH:19]=[CH:18][CH:17]=[CH:16][CH:15]=1)([C:8]1[CH:13]=[CH:12][CH:11]=[CH:10][CH:9]=1)[C:2]1[CH:7]=[CH:6][CH:5]=[CH:4][CH:3]=1.C([N:34](CC)CC)C.[Cl-].[NH4+].CN(C(ON1N=NC2C=CC=CC1=2)=[N+](C)C)C.[B-](F)(F)(F)F. The catalyst is CN(C=O)C.C(Cl)Cl. The product is [C:1]([N:20]1[C:24]2[N:25]=[CH:26][CH:27]=[C:28]([C:29]([NH2:34])=[O:30])[C:23]=2[CH:22]=[N:21]1)([C:8]1[CH:9]=[CH:10][CH:11]=[CH:12][CH:13]=1)([C:14]1[CH:15]=[CH:16][CH:17]=[CH:18][CH:19]=1)[C:2]1[CH:3]=[CH:4][CH:5]=[CH:6][CH:7]=1. The yield is 0.770. (4) The reactants are [C:1]([NH:4][C:5]1[NH:6][C:7](=[O:33])[C:8]2[S:13][C:12](=[O:14])[N:11]([C@@H:15]3[O:27][C@H:26]([CH2:28][O:29][C:30](=[O:32])[CH3:31])[C@@H:21]([O:22][C:23](=[O:25])[CH3:24])[C@H:16]3[O:17][C:18](=[O:20])[CH3:19])[C:9]=2[N:10]=1)(=[O:3])[CH3:2].[CH:34]1[CH:39]=CC(P(C2C=CC=CC=2)C2C=CC=CC=2)=C[CH:35]=1.C(O)(C)C.N(C(OCC)=O)=NC(OCC)=O. The catalyst is C1COCC1. The product is [C:1]([NH:4][C:5]1[N:6]=[C:7]([O:33][CH:34]([CH3:39])[CH3:35])[C:8]2[S:13][C:12](=[O:14])[N:11]([C@@H:15]3[O:27][C@H:26]([CH2:28][O:29][C:30](=[O:32])[CH3:31])[C@@H:21]([O:22][C:23](=[O:25])[CH3:24])[C@H:16]3[O:17][C:18](=[O:20])[CH3:19])[C:9]=2[N:10]=1)(=[O:3])[CH3:2]. The yield is 0.649. (5) The reactants are [C:1]1([C:7]2[CH:12]=[C:11]([CH:13]3[CH2:18][CH2:17][N:16]([CH2:19][CH2:20][N:21]4[CH2:26][CH2:25][O:24][CH2:23][CH2:22]4)[CH2:15][CH2:14]3)[CH:10]=[CH:9][C:8]=2[NH:27][C:28]([C:30]2[N:31](COCC[Si](C)(C)C)[CH:32]=[C:33]([C:35]#[N:36])[N:34]=2)=[O:29])[CH2:6][CH2:5][CH2:4][CH2:3][CH:2]=1.[C:45]([OH:51])([C:47]([F:50])([F:49])[F:48])=[O:46]. The catalyst is C(Cl)Cl.CCO. The product is [F:48][C:47]([F:50])([F:49])[C:45]([OH:51])=[O:46].[C:1]1([C:7]2[CH:12]=[C:11]([CH:13]3[CH2:18][CH2:17][N:16]([CH2:19][CH2:20][N:21]4[CH2:26][CH2:25][O:24][CH2:23][CH2:22]4)[CH2:15][CH2:14]3)[CH:10]=[CH:9][C:8]=2[NH:27][C:28]([C:30]2[NH:31][CH:32]=[C:33]([C:35]#[N:36])[N:34]=2)=[O:29])[CH2:6][CH2:5][CH2:4][CH2:3][CH:2]=1. The yield is 0.800.